This data is from Forward reaction prediction with 1.9M reactions from USPTO patents (1976-2016). The task is: Predict the product of the given reaction. Given the reactants [C:1](=[NH:23])([O:3][CH2:4][CH2:5][C:6]1[CH:11]=[CH:10][C:9]([O:12][C:13]2[CH:14]=[N:15][C:16]([C:19]([F:22])([F:21])[F:20])=[N:17][CH:18]=2)=[CH:8][CH:7]=1)[NH2:2].[CH:24]([CH:26]([CH2:31][C:32]1[CH:33]=[N:34][C:35]([O:38][CH3:39])=[N:36][CH:37]=1)[C:27](OC)=O)=[O:25].C([O-])([O-])=O.[K+].[K+], predict the reaction product. The product is: [CH3:39][O:38][C:35]1[N:34]=[CH:33][C:32]([CH2:31][C:26]2[C:24](=[O:25])[N:23]=[C:1]([O:3][CH2:4][CH2:5][C:6]3[CH:7]=[CH:8][C:9]([O:12][C:13]4[CH:14]=[N:15][C:16]([C:19]([F:21])([F:22])[F:20])=[N:17][CH:18]=4)=[CH:10][CH:11]=3)[NH:2][CH:27]=2)=[CH:37][N:36]=1.